From a dataset of Reaction yield outcomes from USPTO patents with 853,638 reactions. Predict the reaction yield, written as a fraction of the theoretical maximum amount of product (1.0 means a 100% yield; for example, 0.34 means a 34% yield). (1) The reactants are [N+:1]([C:4]1[CH:9]=[CH:8][C:7]([N:10]2[CH2:15][CH2:14][N:13]([CH2:16][CH2:17][NH2:18])[CH2:12][CH2:11]2)=[CH:6][CH:5]=1)([O-:3])=[O:2].[C:19]1([N:25]2[C:29]([C:30]3[O:31][CH:32]=[CH:33][CH:34]=3)=[CH:28][C:27]([CH:35]=O)=[N:26]2)[CH:24]=[CH:23][CH:22]=[CH:21][CH:20]=1. No catalyst specified. The product is [O:31]1[CH:32]=[CH:33][CH:34]=[C:30]1[C:29]1[N:25]([C:19]2[CH:20]=[CH:21][CH:22]=[CH:23][CH:24]=2)[N:26]=[C:27]([CH2:35][NH:18][CH2:17][CH2:16][N:13]2[CH2:12][CH2:11][N:10]([C:7]3[CH:6]=[CH:5][C:4]([N+:1]([O-:3])=[O:2])=[CH:9][CH:8]=3)[CH2:15][CH2:14]2)[CH:28]=1. The yield is 0.933. (2) The yield is 0.750. The catalyst is CC#N.O.C1C=CC([P]([Pd]([P](C2C=CC=CC=2)(C2C=CC=CC=2)C2C=CC=CC=2)([P](C2C=CC=CC=2)(C2C=CC=CC=2)C2C=CC=CC=2)[P](C2C=CC=CC=2)(C2C=CC=CC=2)C2C=CC=CC=2)(C2C=CC=CC=2)C2C=CC=CC=2)=CC=1. The reactants are [OH:1][C:2]1([C:15]2[CH:16]=[CH:17][C:18]3[N:19]([CH:33]=2)[C:20](=[O:32])[CH:21]=[C:22](OS(C(F)(F)F)(=O)=O)[N:23]=3)[CH2:7][CH2:6][N:5]([C:8]([O:10][C:11]([CH3:14])([CH3:13])[CH3:12])=[O:9])[CH2:4][CH2:3]1.[F:34][C:35]1[C:36]2[N:37]([CH:50]=[C:51]([CH3:53])[N:52]=2)[CH:38]=[C:39](B2OC(C)(C)C(C)(C)O2)[CH:40]=1.C([O-])([O-])=O.[K+].[K+]. The product is [F:34][C:35]1[C:36]2[N:37]([CH:50]=[C:51]([CH3:53])[N:52]=2)[CH:38]=[C:39]([C:22]2[N:23]=[C:18]3[CH:17]=[CH:16][C:15]([C:2]4([OH:1])[CH2:7][CH2:6][N:5]([C:8]([O:10][C:11]([CH3:13])([CH3:12])[CH3:14])=[O:9])[CH2:4][CH2:3]4)=[CH:33][N:19]3[C:20](=[O:32])[CH:21]=2)[CH:40]=1. (3) The reactants are [C:1]([C:3]1[C:8]([F:9])=[CH:7][C:6]([C:10]2[CH:11]=[N:12][N:13]([C:16]3[CH:24]=[CH:23][C:19]([C:20]([OH:22])=O)=[CH:18][N:17]=3)[C:14]=2[OH:15])=[C:5]([CH3:25])[CH:4]=1)#[N:2].N1(O)C2C=CC=CC=2N=N1.Cl.C(N=C=NCCCN(C)C)C.C(N(C(C)C)C(C)C)C.Cl.Cl.[CH2:59]([N:61]1[CH2:66][CH2:65][NH:64][C@@H:63]([CH3:67])[CH2:62]1)[CH3:60].Cl. The catalyst is O.C(O)C.CN(C=O)C. The product is [CH2:59]([N:61]1[CH2:66][CH2:65][N:64]([C:20]([C:19]2[CH:23]=[CH:24][C:16]([N:13]3[C:14]([OH:15])=[C:10]([C:6]4[C:5]([CH3:25])=[CH:4][C:3]([C:1]#[N:2])=[C:8]([F:9])[CH:7]=4)[CH:11]=[N:12]3)=[N:17][CH:18]=2)=[O:22])[C@@H:63]([CH3:67])[CH2:62]1)[CH3:60]. The yield is 0.437. (4) The yield is 0.300. The product is [Cl:1][C:2]1[C:11]([C@@H:12]([NH:14][S@@:15]([C:17]([CH3:18])([CH3:19])[CH3:20])=[O:16])[CH3:13])=[CH:10][C:9]2[C:4](=[CH:5][C:6]([O:22][CH2:23][C:24]3[CH:29]=[CH:28][CH:27]=[CH:26][N:25]=3)=[C:7]([Cl:21])[CH:8]=2)[N:3]=1. The catalyst is C1COCC1. The reactants are [Cl:1][C:2]1[C:11](/[C:12](=[N:14]/[S@@:15]([C:17]([CH3:20])([CH3:19])[CH3:18])=[O:16])/[CH3:13])=[CH:10][C:9]2[C:4](=[CH:5][C:6]([O:22][CH2:23][C:24]3[CH:29]=[CH:28][CH:27]=[CH:26][N:25]=3)=[C:7]([Cl:21])[CH:8]=2)[N:3]=1.CCC(C)[BH-](C(C)CC)C(C)CC.[Li+].